From a dataset of Catalyst prediction with 721,799 reactions and 888 catalyst types from USPTO. Predict which catalyst facilitates the given reaction. (1) Reactant: C(Cl)(=O)C(Cl)=O.[C:7]([N:14]1[CH2:19][CH2:18][CH:17]([CH2:20][CH2:21]O)[CH2:16][CH2:15]1)([O:9][C:10]([CH3:13])([CH3:12])[CH3:11])=[O:8].CN1CCOCC1.[CH3:30][O:31][C:32]([CH:34]=P(C1C=CC=CC=1)(C1C=CC=CC=1)C1C=CC=CC=1)=[O:33]. Product: [C:7]([N:14]1[CH2:15][CH2:16][CH:17]([CH2:20]/[CH:21]=[CH:34]/[C:32]([O:31][CH3:30])=[O:33])[CH2:18][CH2:19]1)([O:9][C:10]([CH3:11])([CH3:12])[CH3:13])=[O:8]. The catalyst class is: 583. (2) Reactant: [O:1]=[C:2]1[N:7]([C:8]2[CH:13]=[CH:12][C:11]([NH:14][C:15](=[O:24])[O:16][CH2:17][C:18]3C=CC=CC=3)=[CH:10][CH:9]=2)[CH2:6][CH2:5][O:4][CH2:3]1.[C:25]([O:29][Li])(C)(C)C.C(OC[C@@H]1OC1)(=O)CCC. Product: [OH:29][CH2:25][C@@H:17]1[O:16][C:15](=[O:24])[N:14]([C:11]2[CH:10]=[CH:9][C:8]([N:7]3[CH2:6][CH2:5][O:4][CH2:3][C:2]3=[O:1])=[CH:13][CH:12]=2)[CH2:18]1. The catalyst class is: 49. (3) Reactant: [O:1]=[C:2]([N:16]1[CH2:21][CH2:20][N:19]2[C:22]([C:25]([F:28])([F:27])[F:26])=[N:23][N:24]=[C:18]2[CH2:17]1)[CH2:3][C@H:4]([NH2:15])[CH2:5][C:6]1[CH:11]=[C:10]([F:12])[C:9]([F:13])=[CH:8][C:7]=1[F:14].[C:29]([OH:38])(=[O:37])[C@@H:30]([C@H:32]([C:34]([OH:36])=[O:35])[OH:33])[OH:31].CC(O)C. The catalyst class is: 6. Product: [OH2:1].[C:29]([OH:38])(=[O:37])[C@@H:30]([C@H:32]([C:34]([OH:36])=[O:35])[OH:33])[OH:31].[O:1]=[C:2]([N:16]1[CH2:21][CH2:20][N:19]2[C:22]([C:25]([F:28])([F:27])[F:26])=[N:23][N:24]=[C:18]2[CH2:17]1)[CH2:3][C@H:4]([NH2:15])[CH2:5][C:6]1[CH:11]=[C:10]([F:12])[C:9]([F:13])=[CH:8][C:7]=1[F:14].[O:1]=[C:2]([N:16]1[CH2:21][CH2:20][N:19]2[C:22]([C:25]([F:28])([F:27])[F:26])=[N:23][N:24]=[C:18]2[CH2:17]1)[CH2:3][C@H:4]([NH2:15])[CH2:5][C:6]1[CH:11]=[C:10]([F:12])[C:9]([F:13])=[CH:8][C:7]=1[F:14].[C:29]([OH:38])(=[O:37])[C@@H:30]([C@H:32]([C:34]([OH:36])=[O:35])[OH:33])[OH:31]. (4) Reactant: [OH:1][C:2]1[C:7]2[CH:8]=[C:9]([CH3:11])[O:10][C:6]=2[CH:5]=[C:4]([C:12]([O:14][CH2:15][CH3:16])=[O:13])[CH:3]=1.Br[C:18]1[CH:23]=[CH:22][C:21]([CH:24]([F:26])[F:25])=[CH:20][CH:19]=1.C([O-])([O-])=O.[Cs+].[Cs+].O. Product: [F:25][CH:24]([F:26])[C:21]1[CH:22]=[CH:23][C:18]([O:1][C:2]2[C:7]3[CH:8]=[C:9]([CH3:11])[O:10][C:6]=3[CH:5]=[C:4]([C:12]([O:14][CH2:15][CH3:16])=[O:13])[CH:3]=2)=[CH:19][CH:20]=1. The catalyst class is: 122. (5) Reactant: [CH2:1]([O:3][C:4](=[O:23])[C:5]([O:8][C:9]1[CH:14]=[CH:13][C:12]([O:15][CH:16]([C:18]([O:20]C)=[O:19])[CH3:17])=[CH:11][C:10]=1[CH3:22])([CH3:7])[CH3:6])[CH3:2].[Li+].[OH-]. Product: [CH2:1]([O:3][C:4](=[O:23])[C:5]([O:8][C:9]1[CH:14]=[CH:13][C:12]([O:15][CH:16]([C:18]([OH:20])=[O:19])[CH3:17])=[CH:11][C:10]=1[CH3:22])([CH3:7])[CH3:6])[CH3:2]. The catalyst class is: 1. (6) The catalyst class is: 851. Reactant: Cl.[O:2]=[C:3]1[NH:7][N:6]=[C:5]([C:8]2[CH:9]=[C:10]3[C:20](=[CH:21][CH:22]=2)[O:19][C:13]2([CH2:18][CH2:17][NH:16][CH2:15][CH2:14]2)[CH2:12][C:11]3=[O:23])[NH:4]1.[CH2:24]([O:26][C:27]1[CH:28]=[C:29]([CH:33]=[C:34]([O:42][CH2:43][CH3:44])[C:35]=1[C:36]1[CH:37]=[N:38][N:39]([CH3:41])[CH:40]=1)[C:30](O)=[O:31])[CH3:25].CCN=C=NCCCN(C)C.C1C=CC2N(O)N=NC=2C=1. Product: [CH2:24]([O:26][C:27]1[CH:28]=[C:29]([C:30]([N:16]2[CH2:17][CH2:18][C:13]3([CH2:12][C:11](=[O:23])[C:10]4[C:20](=[CH:21][CH:22]=[C:8]([C:5]5[NH:4][C:3](=[O:2])[NH:7][N:6]=5)[CH:9]=4)[O:19]3)[CH2:14][CH2:15]2)=[O:31])[CH:33]=[C:34]([O:42][CH2:43][CH3:44])[C:35]=1[C:36]1[CH:37]=[N:38][N:39]([CH3:41])[CH:40]=1)[CH3:25].